Predict the product of the given reaction. From a dataset of Forward reaction prediction with 1.9M reactions from USPTO patents (1976-2016). (1) Given the reactants [O:1]1[CH2:6][CH2:5][CH:4]([NH:7][CH2:8][CH2:9][NH:10][C:11](=[O:20])[O:12][CH2:13][C:14]2[CH:19]=[CH:18][CH:17]=[CH:16][CH:15]=2)[CH2:3][CH2:2]1.[C:21](O[C:21]([O:23][C:24]([CH3:27])([CH3:26])[CH3:25])=[O:22])([O:23][C:24]([CH3:27])([CH3:26])[CH3:25])=[O:22], predict the reaction product. The product is: [C:24]([O:23][C:21]([N:7]([CH:4]1[CH2:3][CH2:2][O:1][CH2:6][CH2:5]1)[CH2:8][CH2:9][NH:10][C:11](=[O:20])[O:12][CH2:13][C:14]1[CH:15]=[CH:16][CH:17]=[CH:18][CH:19]=1)=[O:22])([CH3:27])([CH3:26])[CH3:25]. (2) Given the reactants [C:1]([C:3]1[CH:8]=[CH:7][CH:6]=[CH:5][C:4]=1[S:9]([NH:12][C:13]1[C:14]([F:23])=[CH:15][C:16]2[CH2:20][O:19][B:18]([OH:21])[C:17]=2[CH:22]=1)(=[O:11])=[O:10])#[N:2].N, predict the reaction product. The product is: [NH2:2][CH2:1][C:3]1[CH:8]=[CH:7][CH:6]=[CH:5][C:4]=1[S:9]([NH:12][C:13]1[C:14]([F:23])=[CH:15][C:16]2[CH2:20][O:19][B:18]([OH:21])[C:17]=2[CH:22]=1)(=[O:10])=[O:11]. (3) Given the reactants [Cl:1][C:2]1[C:3]([NH:23][C:24]2[CH:28]=[C:27]([CH3:29])[NH:26][N:25]=2)=[N:4][C:5]([NH:8][C:9]2[CH:14]=[C:13]([CH3:15])[C:12]([CH:16]3[CH2:21][CH2:20][NH:19][CH2:18][CH2:17]3)=[CH:11][C:10]=2[CH3:22])=[N:6][CH:7]=1.[CH:30]([C:33]1[N:37]=[CH:36][O:35][N:34]=1)([CH3:32])[CH3:31].[CH3:38][CH2:39]N(C(C)C)C(C)C, predict the reaction product. The product is: [Cl:1][C:2]1[C:3]([NH:23][C:24]2[CH:28]=[C:27]([CH3:29])[NH:26][N:25]=2)=[N:4][C:5]([NH:8][C:9]2[CH:14]=[C:13]([CH3:15])[C:12]([CH:16]3[CH2:21][CH2:20][N:19]([CH2:38][CH2:39][C:36]4[O:35][N:34]=[C:33]([CH:30]([CH3:32])[CH3:31])[N:37]=4)[CH2:18][CH2:17]3)=[CH:11][C:10]=2[CH3:22])=[N:6][CH:7]=1. (4) Given the reactants CO[C:3]([C:5]1[C:6]([OH:29])=[C:7]2[C:12](=[CH:13][N:14]=1)[N:11]([CH2:15][C:16]1[CH:21]=[CH:20][CH:19]=[CH:18][CH:17]=1)[C:10](=[O:22])[C:9]([C:23]1[CH:28]=[CH:27][CH:26]=[CH:25][CH:24]=1)=[CH:8]2)=[O:4].[NH2:30][CH2:31][C:32]([OH:34])=[O:33].C[O-].[Na+], predict the reaction product. The product is: [CH2:15]([N:11]1[C:12]2[C:7](=[C:6]([OH:29])[C:5]([C:3]([NH:30][CH2:31][C:32]([OH:34])=[O:33])=[O:4])=[N:14][CH:13]=2)[CH:8]=[C:9]([C:23]2[CH:24]=[CH:25][CH:26]=[CH:27][CH:28]=2)[C:10]1=[O:22])[C:16]1[CH:17]=[CH:18][CH:19]=[CH:20][CH:21]=1. (5) Given the reactants Br.[CH2:2]([C:4]1[N:5]=[C:6]([C@@H:9]([NH2:20])[CH2:10][C:11]2[CH:16]=[CH:15][C:14]([N+:17]([O-:19])=[O:18])=[CH:13][CH:12]=2)[S:7][CH:8]=1)[CH3:3].[C:21]1([C:27]([C:32]2[CH:37]=[CH:36][CH:35]=[CH:34][CH:33]=2)(C)[C:28]([OH:30])=O)[CH:26]=[CH:25][CH:24]=[CH:23][CH:22]=1.ON1C2C=CC=C[C:42]=2N=N1.CN(C)CCCN=C=NCC.C(N(CC)CC)C, predict the reaction product. The product is: [CH2:2]([C:4]1[N:5]=[C:6]([CH:9]([NH:20][C:28](=[O:30])[C@H:27]([C:32]2[CH:33]=[CH:34][CH:35]=[CH:36][CH:37]=2)[CH2:21][C:26]2[CH:42]=[CH:22][CH:23]=[CH:24][CH:25]=2)[CH2:10][C:11]2[CH:16]=[CH:15][C:14]([N+:17]([O-:19])=[O:18])=[CH:13][CH:12]=2)[S:7][CH:8]=1)[CH3:3]. (6) Given the reactants [CH:1]1([CH:4]([C:11]2[CH:16]=[C:15]([O:17][CH2:18][C:19]3[CH:20]=[N:21][C:22]([C:32]4[CH:37]=[C:36]([O:38][CH3:39])[CH:35]=[CH:34][C:33]=4[F:40])=[C:23]([O:25]C4CCCCO4)[CH:24]=3)[N:14]=[CH:13][N:12]=2)[CH2:5][C:6]([O:8][CH2:9][CH3:10])=[O:7])[CH2:3][CH2:2]1.C1(C)C=CC(S([O-])(=O)=O)=CC=1.[NH+]1C=CC=CC=1.O, predict the reaction product. The product is: [CH:1]1([CH:4]([C:11]2[CH:16]=[C:15]([O:17][CH2:18][C:19]3[CH:20]=[N:21][C:22]([C:32]4[CH:37]=[C:36]([O:38][CH3:39])[CH:35]=[CH:34][C:33]=4[F:40])=[C:23]([OH:25])[CH:24]=3)[N:14]=[CH:13][N:12]=2)[CH2:5][C:6]([O:8][CH2:9][CH3:10])=[O:7])[CH2:3][CH2:2]1.